From a dataset of Forward reaction prediction with 1.9M reactions from USPTO patents (1976-2016). Predict the product of the given reaction. (1) Given the reactants [CH3:1][O:2][C:3](=[O:12])[C:4](=[CH2:11])[CH2:5][CH2:6][C:7](OC)=[O:8].[CH3:13][O:14][C:15]1[CH:22]=[C:21]([O:23][CH3:24])[CH:20]=[CH:19][C:16]=1[CH2:17][NH2:18], predict the reaction product. The product is: [CH3:1][O:2][C:3]([CH:4]1[CH2:5][CH2:6][C:7](=[O:8])[N:18]([CH2:17][C:16]2[CH:19]=[CH:20][C:21]([O:23][CH3:24])=[CH:22][C:15]=2[O:14][CH3:13])[CH2:11]1)=[O:12]. (2) Given the reactants Br[C:2]1[CH:7]=[CH:6][C:5]([C:8]2[CH2:13][O:12][C:11]3[CH:14]=[C:15]([Cl:18])[CH:16]=[CH:17][C:10]=3[N:9]=2)=[CH:4][CH:3]=1.[CH:19]1[C:28]2[C:23](=[CH:24][CH:25]=[CH:26][CH:27]=2)[C:22](B(O)O)=[CH:21][N:20]=1, predict the reaction product. The product is: [Cl:18][C:15]1[CH:16]=[CH:17][C:10]2[N:9]=[C:8]([C:5]3[CH:6]=[CH:7][C:2]([C:22]4[C:23]5[C:28](=[CH:27][CH:26]=[CH:25][CH:24]=5)[CH:19]=[N:20][CH:21]=4)=[CH:3][CH:4]=3)[CH2:13][O:12][C:11]=2[CH:14]=1.